From a dataset of Full USPTO retrosynthesis dataset with 1.9M reactions from patents (1976-2016). Predict the reactants needed to synthesize the given product. The reactants are: [NH2:1][C:2]1[N:11]=[C:10]2[C:5]([C:6]([C:13]([F:16])([F:15])[F:14])=[CH:7][C:8](=[O:12])[NH:9]2)=[CH:4][CH:3]=1.Br[CH2:18][C:19](=O)[C:20]([O:22][CH2:23][CH3:24])=[O:21]. Given the product [O:12]=[C:8]1[NH:9][C:10]2[N:11]3[CH:18]=[C:19]([C:20]([O:22][CH2:23][CH3:24])=[O:21])[N:1]=[C:2]3[CH:3]=[CH:4][C:5]=2[C:6]([C:13]([F:16])([F:15])[F:14])=[CH:7]1, predict the reactants needed to synthesize it.